Dataset: NCI-60 drug combinations with 297,098 pairs across 59 cell lines. Task: Regression. Given two drug SMILES strings and cell line genomic features, predict the synergy score measuring deviation from expected non-interaction effect. Drug 1: CC1=C(C(CCC1)(C)C)C=CC(=CC=CC(=CC(=O)O)C)C. Drug 2: CCC1(C2=C(COC1=O)C(=O)N3CC4=CC5=C(C=CC(=C5CN(C)C)O)N=C4C3=C2)O.Cl. Cell line: SF-295. Synergy scores: CSS=40.2, Synergy_ZIP=-0.654, Synergy_Bliss=2.66, Synergy_Loewe=-29.9, Synergy_HSA=3.06.